The task is: Predict which catalyst facilitates the given reaction.. This data is from Catalyst prediction with 721,799 reactions and 888 catalyst types from USPTO. (1) Reactant: FC1C=C(C=C(F)C=1)NC.Br.BrC([C:15]1[CH:16]=[C:17]([C:32]([N:34]2[CH2:38][CH2:37][CH2:36][CH2:35]2)=[O:33])[CH:18]=[C:19]2[C:24]=1[O:23][C:22]([N:25]1[CH2:30][CH2:29][O:28][CH2:27][CH2:26]1)=[CH:21][C:20]2=[O:31])C.[I-].[K+].CO. Product: [O:28]1[CH2:27][CH2:26][N:25]([C:22]2[O:23][C:24]3[C:19]([C:20](=[O:31])[CH:21]=2)=[CH:18][C:17]([C:32]([N:34]2[CH2:35][CH2:36][CH2:37][CH2:38]2)=[O:33])=[CH:16][CH:15]=3)[CH2:30][CH2:29]1. The catalyst class is: 47. (2) Reactant: C(=O)(OC(Cl)(Cl)Cl)[O:2][C:3](Cl)(Cl)[Cl:4].N1C=CC=CC=1.[O:19]1[CH2:24][CH2:23][CH:22]([OH:25])[CH2:21][CH2:20]1. Product: [C:3]([Cl:4])(=[O:2])[O:25][CH:22]1[CH2:23][CH2:24][O:19][CH2:20][CH2:21]1. The catalyst class is: 7.